This data is from Peptide-MHC class II binding affinity with 134,281 pairs from IEDB. The task is: Regression. Given a peptide amino acid sequence and an MHC pseudo amino acid sequence, predict their binding affinity value. This is MHC class II binding data. (1) The peptide sequence is SELYLYKVVKIEPLGVAP. The MHC is HLA-DPA10201-DPB11401 with pseudo-sequence HLA-DPA10201-DPB11401. The binding affinity (normalized) is 0.508. (2) The peptide sequence is EELKSLNSVQAQYA. The MHC is HLA-DQA10501-DQB10201 with pseudo-sequence HLA-DQA10501-DQB10201. The binding affinity (normalized) is 0.488. (3) The peptide sequence is VPLEVKREACPGTSV. The MHC is DRB1_0404 with pseudo-sequence DRB1_0404. The binding affinity (normalized) is 0.450. (4) The peptide sequence is VDPTDYFRNEQSIPP. The MHC is HLA-DPA10103-DPB10301 with pseudo-sequence HLA-DPA10103-DPB10301. The binding affinity (normalized) is 0.0528. (5) The peptide sequence is FVLASTNAGSINAPTVSDSR. The MHC is DRB1_0401 with pseudo-sequence DRB1_0401. The binding affinity (normalized) is 0.611. (6) The peptide sequence is GKGTLDGQGKAVWGK. The MHC is HLA-DQA10104-DQB10503 with pseudo-sequence HLA-DQA10104-DQB10503. The binding affinity (normalized) is 0.0214. (7) The peptide sequence is IGTGDDCISIGPGST. The MHC is HLA-DQA10201-DQB10202 with pseudo-sequence HLA-DQA10201-DQB10202. The binding affinity (normalized) is 0.0543. (8) The peptide sequence is EKKYFVATQFEPLAA. The MHC is HLA-DPA10301-DPB10402 with pseudo-sequence HLA-DPA10301-DPB10402. The binding affinity (normalized) is 1.00. (9) The peptide sequence is HFNMLKNKMQSSFFM. The MHC is DRB1_1501 with pseudo-sequence DRB1_1501. The binding affinity (normalized) is 0.406.